The task is: Predict which catalyst facilitates the given reaction.. This data is from Catalyst prediction with 721,799 reactions and 888 catalyst types from USPTO. Reactant: Br[CH2:2][CH2:3][O:4][C:5]1[CH:6]=[CH:7][C:8]2[C:20](=[O:21])[C:19]3[C:18]4[C:13](=[CH:14][C:15]([C:22]#[N:23])=[CH:16][CH:17]=4)[NH:12][C:11]=3[C:10]([CH3:25])([CH3:24])[C:9]=2[CH:26]=1.[NH:27]1[CH2:32][CH2:31][NH:30][CH2:29][C:28]1=[O:33].C(N(CC)C(C)C)(C)C. Product: [CH3:25][C:10]1([CH3:24])[C:11]2[NH:12][C:13]3[C:18](=[CH:17][CH:16]=[C:15]([C:22]#[N:23])[CH:14]=3)[C:19]=2[C:20](=[O:21])[C:8]2[CH:7]=[CH:6][C:5]([O:4][CH2:3][CH2:2][N:30]3[CH2:31][CH2:32][NH:27][C:28](=[O:33])[CH2:29]3)=[CH:26][C:9]1=2. The catalyst class is: 3.